The task is: Predict the reactants needed to synthesize the given product.. This data is from Full USPTO retrosynthesis dataset with 1.9M reactions from patents (1976-2016). (1) Given the product [NH2:1][C:4]1[CH:5]=[CH:6][C:7]2[O:11][C:10]([CH2:12][OH:13])=[N:9][C:8]=2[CH:14]=1, predict the reactants needed to synthesize it. The reactants are: [N+:1]([C:4]1[CH:5]=[CH:6][C:7]2[O:11][C:10]([CH2:12][OH:13])=[N:9][C:8]=2[CH:14]=1)([O-])=O. (2) Given the product [CH2:36]([NH:43][CH:13]1[CH2:14][N:9]([C:7]([C:2]2[C:1]([C:30]3[CH:31]=[CH:32][CH:33]=[CH:34][CH:35]=3)=[CH:6][CH:5]=[CH:4][CH:3]=2)=[O:8])[CH:10]([CH2:16][NH:17][C:18]([C:20]2[CH:21]=[CH:22][CH:23]=[C:24]3[C:29]=2[N:28]=[CH:27][CH:26]=[CH:25]3)=[O:19])[CH2:11][CH2:12]1)[C:37]1[CH:42]=[CH:41][CH:40]=[CH:39][CH:38]=1, predict the reactants needed to synthesize it. The reactants are: [C:1]1([C:30]2[CH:35]=[CH:34][CH:33]=[CH:32][CH:31]=2)[C:2]([C:7]([N:9]2[CH2:14][C:13](=O)[CH2:12][CH2:11][CH:10]2[CH2:16][NH:17][C:18]([C:20]2[CH:21]=[CH:22][CH:23]=[C:24]3[C:29]=2[N:28]=[CH:27][CH:26]=[CH:25]3)=[O:19])=[O:8])=[CH:3][CH:4]=[CH:5][CH:6]=1.[CH2:36]([NH2:43])[C:37]1[CH:42]=[CH:41][CH:40]=[CH:39][CH:38]=1. (3) Given the product [C:1]1([C:17]2[CH:18]=[CH:19][CH:20]=[CH:21][CH:22]=2)[CH:2]=[CH:3][C:4]([NH:7][C:8](=[O:16])[CH2:9][CH:10]2[CH2:15][CH2:14][N:13]([C:23](=[O:26])[CH2:24][CH3:25])[CH2:12][CH2:11]2)=[CH:5][CH:6]=1, predict the reactants needed to synthesize it. The reactants are: [C:1]1([C:17]2[CH:22]=[CH:21][CH:20]=[CH:19][CH:18]=2)[CH:6]=[CH:5][C:4]([NH:7][C:8](=[O:16])[CH2:9][CH:10]2[CH2:15][CH2:14][NH:13][CH2:12][CH2:11]2)=[CH:3][CH:2]=1.[C:23](Cl)(=[O:26])[CH2:24][CH3:25]. (4) Given the product [NH2:23][C:11]1[CH:12]=[C:13]([N:15]2[C:19](=[O:20])[CH:18]=[C:17]([CH3:21])[C:16]2=[O:22])[CH:14]=[C:9]([N:5]2[C:6](=[O:8])[CH:7]=[C:3]([O:2][CH3:1])[C:4]2=[O:31])[CH:10]=1, predict the reactants needed to synthesize it. The reactants are: [CH3:1][O:2][C:3]1[C:4](=[O:31])[N:5]([C:9]2[CH:10]=[C:11]([NH:23]C(=O)OC(C)(C)C)[CH:12]=[C:13]([N:15]3[C:19](=[O:20])[CH:18]=[C:17]([CH3:21])[C:16]3=[O:22])[CH:14]=2)[C:6](=[O:8])[CH:7]=1.C(O)(C(F)(F)F)=O. (5) Given the product [C:1]([O:5][C:6]([N:8]1[CH2:13][CH2:12][CH:11]([O:14][C:15]2[CH:20]=[CH:19][CH:18]=[C:17]([NH:21][C:26](=[O:27])[C:25]3[CH:29]=[CH:30][C:31]([F:33])=[CH:32][C:24]=3[Cl:23])[N:16]=2)[CH2:10][CH:9]1[CH3:22])=[O:7])([CH3:4])([CH3:2])[CH3:3], predict the reactants needed to synthesize it. The reactants are: [C:1]([O:5][C:6]([N:8]1[CH2:13][CH2:12][CH:11]([O:14][C:15]2[CH:20]=[CH:19][CH:18]=[C:17]([NH2:21])[N:16]=2)[CH2:10][CH:9]1[CH3:22])=[O:7])([CH3:4])([CH3:3])[CH3:2].[Cl:23][C:24]1[CH:32]=[C:31]([F:33])[CH:30]=[CH:29][C:25]=1[C:26](Cl)=[O:27].C(N(CC)CC)C.O1CCOCC1. (6) Given the product [C:16]([O:20][C:21](=[O:22])[NH:23][CH2:24][C:25](=[O:26])[NH:6][C:5]1[CH:7]=[CH:8][C:2]([F:1])=[CH:3][C:4]=1[NH:9][C:10]1[CH:15]=[CH:14][CH:13]=[CH:12][CH:11]=1)([CH3:19])([CH3:17])[CH3:18], predict the reactants needed to synthesize it. The reactants are: [F:1][C:2]1[CH:8]=[CH:7][C:5]([NH2:6])=[C:4]([NH:9][C:10]2[CH:15]=[CH:14][CH:13]=[CH:12][CH:11]=2)[CH:3]=1.[C:16]([O:20][C:21]([NH:23][CH2:24][C:25](O)=[O:26])=[O:22])([CH3:19])([CH3:18])[CH3:17].C1C=NC2N(O)N=NC=2C=1.CCN=C=NCCCN(C)C.C([O-])(O)=O.[Na+].C([O-])([O-])=O.[Na+].[Na+]. (7) Given the product [CH2:1]([N:8]([CH:9]([CH2:12][CH2:13][OH:14])[CH2:10][OH:11])[C:24](=[O:25])[CH:23]([Cl:22])[CH3:27])[C:2]1[CH:7]=[CH:6][CH:5]=[CH:4][CH:3]=1, predict the reactants needed to synthesize it. The reactants are: [CH2:1]([NH:8][CH:9]([CH2:12][CH2:13][OH:14])[CH2:10][OH:11])[C:2]1[CH:7]=[CH:6][CH:5]=[CH:4][CH:3]=1.C(N(CC)CC)C.[Cl:22][CH:23]([CH3:27])[C:24](Cl)=[O:25]. (8) Given the product [CH3:25][CH:26]1[CH2:31][CH2:30][CH2:29][CH2:28][N:27]1[CH2:32][CH2:33][NH:34][C:20](=[O:21])[C:19]1[CH:18]=[CH:17][C:16]([N:8]2[C:9]3[CH2:10][CH2:11][CH2:12][CH2:13][C:14]=3[CH:15]=[C:7]2[C:1]2[CH:2]=[CH:3][CH:4]=[CH:5][CH:6]=2)=[CH:24][CH:23]=1, predict the reactants needed to synthesize it. The reactants are: [C:1]1([C:7]2[N:8]([C:16]3[CH:24]=[CH:23][C:19]([C:20](O)=[O:21])=[CH:18][CH:17]=3)[C:9]3[CH2:10][CH2:11][CH2:12][CH2:13][C:14]=3[CH:15]=2)[CH:6]=[CH:5][CH:4]=[CH:3][CH:2]=1.[CH3:25][CH:26]1[CH2:31][CH2:30][CH2:29][CH2:28][N:27]1[CH2:32][CH2:33][NH2:34].C(Cl)CCl. (9) Given the product [Br:22][C:11]1[S:10][C:9]([CH2:8][C:2]([CH3:1])([CH3:14])[C:3]([O:5][CH2:6][CH3:7])=[O:4])=[N:13][CH:12]=1, predict the reactants needed to synthesize it. The reactants are: [CH3:1][C:2]([CH3:14])([CH2:8][C:9]1[S:10][CH:11]=[CH:12][N:13]=1)[C:3]([O:5][CH2:6][CH3:7])=[O:4].C1C(=O)N([Br:22])C(=O)C1.